This data is from Peptide-MHC class II binding affinity with 134,281 pairs from IEDB. The task is: Regression. Given a peptide amino acid sequence and an MHC pseudo amino acid sequence, predict their binding affinity value. This is MHC class II binding data. (1) The peptide sequence is AFILDGDALFPKV. The MHC is DRB1_0401 with pseudo-sequence DRB1_0401. The binding affinity (normalized) is 0.165. (2) The peptide sequence is GDSYIIVGRGDSRLT. The MHC is HLA-DQA10201-DQB10301 with pseudo-sequence HLA-DQA10201-DQB10301. The binding affinity (normalized) is 0. (3) The peptide sequence is RIMDFIIYRFLLI. The MHC is DRB1_0401 with pseudo-sequence DRB1_0401. The binding affinity (normalized) is 1.00.